This data is from Forward reaction prediction with 1.9M reactions from USPTO patents (1976-2016). The task is: Predict the product of the given reaction. (1) Given the reactants [Cl:1][C:2]1[C:7]([N:8]2[CH2:12][CH:11]([C:13]([OH:15])=O)[N:10]([CH3:16])[C:9]2=[O:17])=[CH:6][CH:5]=[CH:4][N:3]=1.C(N1CCOCC1)C.O.ON1C2C=CC=CC=2N=N1.Cl.C(N=C=NCCCN(C)C)C.[Cl:49][C:50]1[CH:55]=[C:54]([Cl:56])[CH:53]=[CH:52][C:51]=1[CH2:57][NH2:58], predict the reaction product. The product is: [Cl:1][C:2]1[C:7]([N:8]2[CH2:12][CH:11]([C:13]([NH:58][CH2:57][C:51]3[CH:52]=[CH:53][C:54]([Cl:56])=[CH:55][C:50]=3[Cl:49])=[O:15])[N:10]([CH3:16])[C:9]2=[O:17])=[CH:6][CH:5]=[CH:4][N:3]=1. (2) Given the reactants Br[C:2]1[CH:3]=[CH:4][C:5]2[NH:6][C:7]3[C:12]([C:13]=2[CH:14]=1)=[CH:11][C:10](Br)=[CH:9][CH:8]=3.[CH3:16][O:17][C:18]1[CH:23]=[CH:22][C:21](B(O)O)=[CH:20][CH:19]=1.[C:27](=[O:30])([O-])[O-].[K+].[K+], predict the reaction product. The product is: [CH3:16][O:17][C:18]1[CH:23]=[CH:22][C:21]([C:2]2[CH:3]=[CH:4][C:5]3[NH:6][C:7]4[C:12]([C:13]=3[CH:14]=2)=[CH:11][C:10]([C:2]2[CH:3]=[CH:4][C:5]([O:30][CH3:27])=[CH:13][CH:14]=2)=[CH:9][CH:8]=4)=[CH:20][CH:19]=1. (3) Given the reactants [Cl:1][C:2]1[CH:7]=[C:6]([Cl:8])[CH:5]=[CH:4][C:3]=1[C:9]1[N:14]=[C:13]([N:15]([CH2:21][CH:22]([CH3:24])[CH3:23])[C:16](=[O:20])[CH2:17][O:18][CH3:19])[C:12]([C:25]#[N:26])=[CH:11][C:10]=1[C:27]1[CH:32]=[CH:31][C:30]([Cl:33])=[CH:29][CH:28]=1.ClC1C=C(Cl)C=CC=1C1N=C(NCC(C)C)C(C#N)=CC=1C1C=CC(Cl)=CC=1.CO[CH2:64][C:65](Cl)=[O:66].[H-].[Na+].NC1C2C(=NC(C3C=CC(Cl)=CC=3Cl)=C(C3C=CC(Cl)=CC=3)C=2)N(CC(C)C)[C:73](=[O:100])[C:72]=1OC, predict the reaction product. The product is: [C:73]([N:26]([C:25]1[C:12]2[C:13](=[N:14][C:9]([C:3]3[CH:4]=[CH:5][C:6]([Cl:8])=[CH:7][C:2]=3[Cl:1])=[C:10]([C:27]3[CH:28]=[CH:29][C:30]([Cl:33])=[CH:31][CH:32]=3)[CH:11]=2)[N:15]([CH2:21][CH:22]([CH3:24])[CH3:23])[C:16](=[O:20])[C:17]=1[O:18][CH3:19])[C:65](=[O:66])[CH3:64])(=[O:100])[CH3:72].